This data is from Catalyst prediction with 721,799 reactions and 888 catalyst types from USPTO. The task is: Predict which catalyst facilitates the given reaction. (1) Reactant: I[C:2]1[CH:3]=[C:4]([CH:7]=[CH:8][C:9]=1[N+:10]([O-:12])=[O:11])[C:5]#[N:6].C(=O)=O.C(O)(C)C.C1([Mg]Br)C=CC=CC=1.[CH:28](=[O:32])[CH:29]([CH3:31])[CH3:30]. Product: [C:5]([C:4]1[CH:7]=[CH:8][C:9]([N+:10]([O-:12])=[O:11])=[C:2]([CH:28]([OH:32])[CH:29]([CH3:31])[CH3:30])[CH:3]=1)#[N:6]. The catalyst class is: 7. (2) Reactant: [N:1]1[C:10]2[C:5](=[CH:6][CH:7]=[CH:8][CH:9]=2)[CH:4]=[CH:3][C:2]=1[CH2:11][O:12][C:13]1[CH:14]=[C:15]([CH:26]=[CH:27][CH:28]=1)[CH2:16][O:17][C:18]1[CH:19]=[C:20]([CH:23]=[CH:24][CH:25]=1)[C:21]#[N:22].Cl.N1C=CC=CC=1.[N-:36]=[N+:37]=[N-:38].[Na+].O. Product: [N:1]1[C:10]2[C:5](=[CH:6][CH:7]=[CH:8][CH:9]=2)[CH:4]=[CH:3][C:2]=1[CH2:11][O:12][C:13]1[CH:14]=[C:15]([CH:26]=[CH:27][CH:28]=1)[CH2:16][O:17][C:18]1[CH:19]=[C:20]([C:21]2[NH:38][N:37]=[N:36][N:22]=2)[CH:23]=[CH:24][CH:25]=1. The catalyst class is: 3. (3) Reactant: C([Li])CCC.N1CCCCC1.[Br:12][C:13]1[CH:14]=[C:15]([C:20](N2CCCCC2)=[O:21])[C:16](C)=[N:17][CH:18]=1.[CH2:28]([NH:35][CH2:36][C:37]#N)[C:29]1[CH:34]=[CH:33][CH:32]=[CH:31][CH:30]=1. Product: [CH2:28]([N:35]1[CH2:36][CH2:37][C:16]2[N:17]=[CH:18][C:13]([Br:12])=[CH:14][C:15]=2[C:20]1=[O:21])[C:29]1[CH:30]=[CH:31][CH:32]=[CH:33][CH:34]=1. The catalyst class is: 598.